This data is from Reaction yield outcomes from USPTO patents with 853,638 reactions. The task is: Predict the reaction yield, written as a fraction of the theoretical maximum amount of product (1.0 means a 100% yield; for example, 0.34 means a 34% yield). (1) The reactants are Br[C:2]1[S:6][C:5]([NH:7][C:8]([NH:10][C:11]2[CH:16]=[CH:15][C:14]([CH3:17])=[CH:13][C:12]=2[C:18]([CH:20]2[CH2:24][CH2:23][CH2:22][CH2:21]2)=[O:19])=[O:9])=[N:4][CH:3]=1.[N:25]1[NH:26][C:27]([SH:30])=[N:28][CH:29]=1. No catalyst specified. The product is [CH:20]1([C:18]([C:12]2[CH:13]=[C:14]([CH3:17])[CH:15]=[CH:16][C:11]=2[NH:10][C:8]([NH:7][C:5]2[S:6][C:2]([S:30][C:27]3[NH:28][CH:29]=[N:25][N:26]=3)=[CH:3][N:4]=2)=[O:9])=[O:19])[CH2:24][CH2:23][CH2:22][CH2:21]1. The yield is 0.300. (2) The reactants are [NH2:1][C:2]1[CH:27]=[CH:26][C:5]([CH2:6][N:7]([S:16]([C:19]2[CH:24]=[CH:23][C:22]([Cl:25])=[CH:21][CH:20]=2)(=[O:18])=[O:17])[C@H:8]([CH2:12][CH:13]([CH3:15])[CH3:14])[C:9]([NH2:11])=[O:10])=[CH:4][CH:3]=1.CCN(CC)CC.[Br:35][CH2:36][C:37](Cl)=[O:38]. The catalyst is C(Cl)Cl. The product is [Br:35][CH2:36][C:37]([NH:1][C:2]1[CH:27]=[CH:26][C:5]([CH2:6][N:7]([S:16]([C:19]2[CH:20]=[CH:21][C:22]([Cl:25])=[CH:23][CH:24]=2)(=[O:18])=[O:17])[C@H:8]([CH2:12][CH:13]([CH3:15])[CH3:14])[C:9]([NH2:11])=[O:10])=[CH:4][CH:3]=1)=[O:38]. The yield is 0.420. (3) The reactants are [Cl:1][C:2]1[CH:7]=[CH:6][CH:5]=[C:4]([Cl:8])[C:3]=1[S:9]([CH2:11][C:12]1[C:16]([CH2:17][O:18][C:19]2[CH:24]=[CH:23][C:22]([C:25]3[CH:26]=[C:27]4[C:32](=[CH:33][CH:34]=3)[N:31]=[C:30]([C:35]([O:37]CC)=[O:36])[CH:29]=[CH:28]4)=[CH:21][CH:20]=2)=[C:15]([CH:40]([CH3:42])[CH3:41])[O:14][N:13]=1)=[O:10].O1CCCC1.[OH-].[Na+].Cl. The catalyst is CO. The product is [Cl:8][C:4]1[CH:5]=[CH:6][CH:7]=[C:2]([Cl:1])[C:3]=1[S:9]([CH2:11][C:12]1[C:16]([CH2:17][O:18][C:19]2[CH:20]=[CH:21][C:22]([C:25]3[CH:26]=[C:27]4[C:32](=[CH:33][CH:34]=3)[N:31]=[C:30]([C:35]([OH:37])=[O:36])[CH:29]=[CH:28]4)=[CH:23][CH:24]=2)=[C:15]([CH:40]([CH3:42])[CH3:41])[O:14][N:13]=1)=[O:10]. The yield is 1.00.